From a dataset of Full USPTO retrosynthesis dataset with 1.9M reactions from patents (1976-2016). Predict the reactants needed to synthesize the given product. (1) Given the product [CH3:33][C:8]1[CH:9]=[C:10]([O:13][C:14]2[CH:15]=[C:16]([O:21][C:22]3[CH:27]=[CH:26][C:25]([C:28]([F:29])([F:30])[F:31])=[CH:24][C:23]=3[N:37]3[CH:38]=[CH:39][CH:40]=[CH:41][C:36]3=[O:35])[CH:17]=[C:18]([CH3:20])[CH:19]=2)[CH:11]=[CH:12][C:7]=1[CH2:6][CH2:5][C:4]([OH:3])=[O:34], predict the reactants needed to synthesize it. The reactants are: C([O:3][C:4](=[O:34])[CH2:5][CH2:6][C:7]1[CH:12]=[CH:11][C:10]([O:13][C:14]2[CH:19]=[C:18]([CH3:20])[CH:17]=[C:16]([O:21][C:22]3[CH:27]=[CH:26][C:25]([C:28]([F:31])([F:30])[F:29])=[CH:24][C:23]=3Br)[CH:15]=2)=[CH:9][C:8]=1[CH3:33])C.[OH:35][C:36]1[CH:41]=[CH:40][CH:39]=[CH:38][N:37]=1. (2) The reactants are: [CH2:1]([C:3]1[S:7][C:6]([C:8](=[O:10])[CH3:9])=[CH:5][C:4]=1[C:11]1[CH:16]=[CH:15][CH:14]=[CH:13][CH:12]=1)[CH3:2].[CH:17](=O)[C:18]1[CH:25]=[CH:24][C:21]([CH:22]=[O:23])=[CH:20][CH:19]=1. Given the product [CH2:1]([C:3]1[S:7][C:6]([C:8](=[O:10])[CH:9]=[CH:17][C:18]2[CH:25]=[CH:24][C:21]([CH:22]=[O:23])=[CH:20][CH:19]=2)=[CH:5][C:4]=1[C:11]1[CH:16]=[CH:15][CH:14]=[CH:13][CH:12]=1)[CH3:2], predict the reactants needed to synthesize it.